Dataset: Full USPTO retrosynthesis dataset with 1.9M reactions from patents (1976-2016). Task: Predict the reactants needed to synthesize the given product. (1) Given the product [F:30][C:31]1[C:40]([CH2:41][NH2:15])=[C:39]([F:45])[CH:38]=[C:37]2[C:32]=1[CH:33]=[CH:34][CH:35]=[N:36]2, predict the reactants needed to synthesize it. The reactants are: C1(P([N:15]=[N+]=[N-])(C2C=CC=CC=2)=O)C=CC=CC=1.C(N(CC)CC)C.C(O)(C)(C)C.[F:30][C:31]1[C:40]([CH2:41]C(O)=O)=[C:39]([F:45])[CH:38]=[C:37]2[C:32]=1[CH:33]=[CH:34][CH:35]=[N:36]2.C(O)(=O)CC(CC(O)=O)(C(O)=O)O.Cl. (2) The reactants are: [CH2:1]([O:8][C:9](=[O:31])[C@@H:10]([NH:23][C:24]([O:26][C:27]([CH3:30])([CH3:29])[CH3:28])=[O:25])[CH2:11][CH2:12][C:13](=[O:22])[NH:14][C:15]1[CH:20]=[CH:19][CH:18]=[CH:17][C:16]=1[NH2:21])[C:2]1[CH:7]=[CH:6][CH:5]=[CH:4][CH:3]=1.[C:32]([C:36]1[CH:43]=[CH:42][C:39]([CH:40]=O)=[CH:38][CH:37]=1)([CH3:35])([CH3:34])[CH3:33].C(O[BH-](OC(=O)C)OC(=O)C)(=O)C.[Na+].[OH-].[Na+]. Given the product [CH2:1]([O:8][C:9](=[O:31])[C@@H:10]([NH:23][C:24]([O:26][C:27]([CH3:28])([CH3:30])[CH3:29])=[O:25])[CH2:11][CH2:12][C:13](=[O:22])[NH:14][C:15]1[CH:20]=[CH:19][CH:18]=[CH:17][C:16]=1[NH:21][CH2:40][C:39]1[CH:42]=[CH:43][C:36]([C:32]([CH3:35])([CH3:34])[CH3:33])=[CH:37][CH:38]=1)[C:2]1[CH:7]=[CH:6][CH:5]=[CH:4][CH:3]=1, predict the reactants needed to synthesize it.